The task is: Predict which catalyst facilitates the given reaction.. This data is from Catalyst prediction with 721,799 reactions and 888 catalyst types from USPTO. (1) The catalyst class is: 6. Product: [Na+:39].[F:1][C:2]1[CH:3]=[CH:4][C:5]([C:8]2[C:16]3[C:11](=[CH:12][CH:13]=[CH:14][CH:15]=3)[N:10]([CH:17]([CH3:19])[CH3:18])[C:9]=2/[CH:20]=[CH:21]/[C@@H:22]([OH:30])[CH2:23][C@@H:24]([OH:29])[CH2:25][C:26]([O-:28])=[O:27])=[CH:6][CH:7]=1. Reactant: [F:1][C:2]1[CH:7]=[CH:6][C:5]([C:8]2[C:16]3[C:11](=[CH:12][CH:13]=[CH:14][CH:15]=3)[N:10]([CH:17]([CH3:19])[CH3:18])[C:9]=2/[CH:20]=[CH:21]/[C@@H:22]([OH:30])[CH2:23][C@@H:24]([OH:29])[CH2:25][C:26]([OH:28])=[O:27])=[CH:4][CH:3]=1.CO[N-]C.C(O)C.[OH-].[Na+:39]. (2) The catalyst class is: 9. Product: [C:10]([O:9][C:7](=[O:8])[NH:1][CH:2]([CH3:3])[C:4]([NH:36]/[C:29](/[C:30](/[NH2:35])=[CH:31]\[CH3:14])=[CH:34]/[CH:33]=[CH2:32])=[O:6])([CH3:13])([CH3:12])[CH3:11]. Reactant: [NH:1]([C:7]([O:9][C:10]([CH3:13])([CH3:12])[CH3:11])=[O:8])[C@H:2]([C:4]([OH:6])=O)[CH3:3].[CH3:14]N1CCOCC1.ClC(OCC(C)C)=O.[C:29]1([NH2:36])[CH:34]=[CH:33][CH:32]=[CH:31][C:30]=1[NH2:35]. (3) Reactant: [NH2:1][C:2]1[CH:10]=[CH:9][CH:8]=[C:7]2[C:3]=1[C:4](=[O:24])[N:5]([CH:12]1[CH2:17][CH:16]([O:18][C:19](=[O:21])[CH3:20])[C:15](=[O:22])[NH:14][C:13]1=[O:23])[C:6]2=[O:11].[CH3:25][O:26][CH2:27][C:28](Cl)=[O:29]. Product: [CH3:25][O:26][CH2:27][C:28]([NH:1][C:2]1[CH:10]=[CH:9][CH:8]=[C:7]2[C:3]=1[C:4](=[O:24])[N:5]([CH:12]1[CH2:17][CH:16]([O:18][C:19](=[O:21])[CH3:20])[C:15](=[O:22])[NH:14][C:13]1=[O:23])[C:6]2=[O:11])=[O:29]. The catalyst class is: 7. (4) Reactant: Cl[C:2]1[C:11]([CH:12]=[O:13])=[CH:10][C:9]2[C:4](=[CH:5][C:6]([C:14]([F:17])([F:16])[F:15])=[CH:7][CH:8]=2)[N:3]=1.C(N(CC)CC)C.O.CCOC(C)=O. Product: [F:16][C:14]([F:15])([F:17])[C:6]1[CH:5]=[C:4]2[C:9]([CH:10]=[C:11]([CH:12]=[O:13])[CH:2]=[N:3]2)=[CH:8][CH:7]=1. The catalyst class is: 128. (5) Reactant: [CH3:1][C:2]1[C:7]([OH:8])=[CH:6][CH:5]=[CH:4][N:3]=1.[OH-].C([N+](CCCC)(CCCC)CCCC)CCC.Br[CH2:28][C:29]1[CH:34]=[CH:33][CH:32]=[CH:31][CH:30]=1. Product: [CH2:28]([O:8][C:7]1[C:2]([CH3:1])=[N:3][CH:4]=[CH:5][CH:6]=1)[C:29]1[CH:34]=[CH:33][CH:32]=[CH:31][CH:30]=1. The catalyst class is: 23. (6) Reactant: [NH2:1][CH2:2][C:3]([F:23])([F:22])[CH2:4][NH:5][C:6]([CH3:21])([CH3:20])[C:7](=[N:18][OH:19])[CH2:8][CH2:9][N:10]1[CH:14]=[CH:13][N:12]=[C:11]1[N+:15]([O-:17])=[O:16].C(N(CC)C(C)C)(C)C.Cl[C:34]([CH3:40])([CH3:39])[CH:35]([N:37]=[O:38])[CH3:36]. Product: [F:23][C:3]([F:22])([CH2:4][NH:5][C:6]([CH3:21])([CH3:20])[C:7](=[N:18][OH:19])[CH2:8][CH2:9][N:10]1[CH:14]=[CH:13][N:12]=[C:11]1[N+:15]([O-:17])=[O:16])[CH2:2][NH:1][C:34]([CH3:40])([CH3:39])[C:35](=[N:37][OH:38])[CH3:36]. The catalyst class is: 10. (7) Reactant: [N+:1]([C:4]1[CH:5]=[C:6]([CH:10]=[CH:11][C:12]=1[F:13])[C:7]([OH:9])=[O:8])([O-:3])=[O:2].[CH3:14]I.[OH-].[K+]. Product: [CH3:14][O:8][C:7](=[O:9])[C:6]1[CH:10]=[CH:11][C:12]([F:13])=[C:4]([N+:1]([O-:3])=[O:2])[CH:5]=1. The catalyst class is: 16.